This data is from Full USPTO retrosynthesis dataset with 1.9M reactions from patents (1976-2016). The task is: Predict the reactants needed to synthesize the given product. (1) Given the product [Br:22][C:20]1[CH:19]=[C:18]([C:23]([O:25][CH3:26])=[O:24])[C:14]2[NH:15][C:16]3[CH:17]=[C:9]([OH:8])[CH:10]=[CH:11][C:12]=3[C:13]=2[N:21]=1, predict the reactants needed to synthesize it. The reactants are: C([O:8][C:9]1[CH:10]=[CH:11][C:12]2[C:13]3[N:21]=[C:20]([Br:22])[CH:19]=[C:18]([C:23]([O:25][CH3:26])=[O:24])[C:14]=3[NH:15][C:16]=2[CH:17]=1)C1C=CC=CC=1. (2) Given the product [F:1][C:2]1[CH:3]=[CH:4][C:5]([C:8]2[O:12][N:11]=[CH:10][C:9]=2[CH2:13][CH2:14][CH2:15][OH:16])=[CH:6][CH:7]=1, predict the reactants needed to synthesize it. The reactants are: [F:1][C:2]1[CH:7]=[CH:6][C:5]([C:8]2[O:12][N:11]=[CH:10][C:9]=2[CH2:13][CH2:14][C:15](OC)=[O:16])=[CH:4][CH:3]=1.[H-].C([Al+]CC(C)C)C(C)C.Cl.